Dataset: Forward reaction prediction with 1.9M reactions from USPTO patents (1976-2016). Task: Predict the product of the given reaction. Given the reactants [CH3:1][O:2][C:3](=[O:14])[CH2:4][C:5]1[CH:10]=[C:9]([Br:11])[C:8]([OH:12])=[C:7]([Br:13])[CH:6]=1.C(N(CC)CC)C.F[B-](F)(F)F.[CH3:27][O:28][C:29]1[CH:34]=[CH:33][C:32]([I+][C:32]2[CH:33]=[CH:34][C:29]([O:28][CH3:27])=[CH:30][CH:31]=2)=[CH:31][CH:30]=1, predict the reaction product. The product is: [CH3:1][O:2][C:3](=[O:14])[CH2:4][C:5]1[CH:6]=[C:7]([Br:13])[C:8]([O:12][C:32]2[CH:33]=[CH:34][C:29]([O:28][CH3:27])=[CH:30][CH:31]=2)=[C:9]([Br:11])[CH:10]=1.